This data is from Full USPTO retrosynthesis dataset with 1.9M reactions from patents (1976-2016). The task is: Predict the reactants needed to synthesize the given product. Given the product [F:26][C:2]1[C:11]2[C:6](=[CH:7][C:8]([O:12][CH3:13])=[CH:9][CH:10]=2)[C:5]([O:14][CH3:15])=[C:4]([C:16]2[CH:21]=[CH:20][C:19]([O:12][CH:8]([CH3:9])[CH3:7])=[CH:18][CH:17]=2)[N:3]=1, predict the reactants needed to synthesize it. The reactants are: Cl[C:2]1[C:11]2[C:6](=[CH:7][C:8]([O:12][CH3:13])=[CH:9][CH:10]=2)[C:5]([O:14][CH3:15])=[C:4]([C:16]2[CH:21]=[CH:20][C:19](CC(C)C)=[CH:18][CH:17]=2)[N:3]=1.[F-:26].[Cs+].